From a dataset of Forward reaction prediction with 1.9M reactions from USPTO patents (1976-2016). Predict the product of the given reaction. Given the reactants [Br:1][C:2]1[CH:15]=[CH:14][C:13]2[NH:12][C:11]3[C:6](=[CH:7][C:8]([Br:16])=[CH:9][CH:10]=3)[C:5]([CH3:18])([CH3:17])[C:4]=2[CH:3]=1.[OH-].[CH2:20]([N+:27](C)(C)C)[C:21]1C=CC=C[CH:22]=1, predict the reaction product. The product is: [Br:1][C:2]1[CH:15]=[CH:14][C:13]2[N:12]([CH2:22][CH2:21][C:20]#[N:27])[C:11]3[C:6](=[CH:7][C:8]([Br:16])=[CH:9][CH:10]=3)[C:5]([CH3:18])([CH3:17])[C:4]=2[CH:3]=1.